From a dataset of Full USPTO retrosynthesis dataset with 1.9M reactions from patents (1976-2016). Predict the reactants needed to synthesize the given product. Given the product [CH:5]1([C:3](=[O:4])[CH2:2][S:18][C:15]2[CH:16]=[CH:17][C:12]([O:11][CH3:10])=[CH:13][CH:14]=2)[CH2:9][CH2:8][CH2:7][CH2:6]1, predict the reactants needed to synthesize it. The reactants are: Cl[CH2:2][C:3]([CH:5]1[CH2:9][CH2:8][CH2:7][CH2:6]1)=[O:4].[CH3:10][O:11][C:12]1[CH:17]=[CH:16][C:15]([SH:18])=[CH:14][CH:13]=1.C(N(CC)CC)C.O.